This data is from Reaction yield outcomes from USPTO patents with 853,638 reactions. The task is: Predict the reaction yield, written as a fraction of the theoretical maximum amount of product (1.0 means a 100% yield; for example, 0.34 means a 34% yield). (1) The reactants are Br[C:2]1[CH:3]=[CH:4][C:5]([S:8]([N:11]([CH2:13][CH2:14][C:15]([NH2:17])=[O:16])[CH3:12])(=[O:10])=[O:9])=[N:6][CH:7]=1.[F:18][C:19]1[CH:27]=[C:26]2[C:22]([C:23](B3OC(C)(C)C(C)(C)O3)=[CH:24][N:25]2[C:28]([O:30][C:31]([CH3:34])([CH3:33])[CH3:32])=[O:29])=[CH:21][CH:20]=1. No catalyst specified. The product is [NH2:17][C:15](=[O:16])[CH2:14][CH2:13][N:11]([CH3:12])[S:8]([C:5]1[N:6]=[CH:7][C:2]([C:23]2[C:22]3[C:26](=[CH:27][C:19]([F:18])=[CH:20][CH:21]=3)[N:25]([C:28]([O:30][C:31]([CH3:34])([CH3:33])[CH3:32])=[O:29])[CH:24]=2)=[CH:3][CH:4]=1)(=[O:10])=[O:9]. The yield is 0.330. (2) The reactants are [F:1][C:2]1[C:3]([OH:22])=[C:4]([CH:7]=[C:8]([CH:11]2[CH2:16][CH2:15][CH:14]([CH2:17][CH2:18][CH2:19][CH2:20][CH3:21])[CH2:13][CH2:12]2)[C:9]=1[F:10])[CH:5]=[O:6].C(=O)([O-])[O-].[K+].[K+].[CH2:29](Br)[CH:30]=[CH2:31]. The catalyst is CC(C)=O. The product is [CH2:31]([O:22][C:3]1[C:2]([F:1])=[C:9]([F:10])[C:8]([CH:11]2[CH2:16][CH2:15][CH:14]([CH2:17][CH2:18][CH2:19][CH2:20][CH3:21])[CH2:13][CH2:12]2)=[CH:7][C:4]=1[CH:5]=[O:6])[CH:30]=[CH2:29]. The yield is 0.950.